This data is from Forward reaction prediction with 1.9M reactions from USPTO patents (1976-2016). The task is: Predict the product of the given reaction. (1) Given the reactants [OH:1][C@@H:2]1[CH2:6][N:5]([C:7]2[CH:8]=[N:9][N:10]3[CH2:15][C@H:14]([CH3:16])[N:13]([C:17]([O:19][C:20]([CH3:23])([CH3:22])[CH3:21])=[O:18])[CH2:12][C:11]=23)[C:4](=[O:24])[CH2:3]1.CS([C:28]1[N:33]=[CH:32][CH:31]=[CH:30][N:29]=1)=O.C([O-])([O-])=O.[K+].[K+], predict the reaction product. The product is: [CH3:16][C@H:14]1[CH2:15][N:10]2[N:9]=[CH:8][C:7]([N:5]3[CH2:6][C@@H:2]([O:1][C:28]4[N:33]=[CH:32][CH:31]=[CH:30][N:29]=4)[CH2:3][C:4]3=[O:24])=[C:11]2[CH2:12][N:13]1[C:17]([O:19][C:20]([CH3:23])([CH3:22])[CH3:21])=[O:18]. (2) Given the reactants [C:1]([O:5][C:6]([N:8]1[CH2:13][CH2:12][O:11][CH:10]([C:14]2[CH:19]=[CH:18][C:17]([NH2:20])=[C:16](F)[CH:15]=2)[CH2:9]1)=[O:7])([CH3:4])([CH3:3])[CH3:2].BrC1C=CC(C([Cl:29])=O)=C(Cl)C=1, predict the reaction product. The product is: [C:1]([O:5][C:6]([N:8]1[CH2:13][CH2:12][O:11][CH:10]([C:14]2[CH:19]=[CH:18][C:17]([NH2:20])=[CH:16][C:15]=2[Cl:29])[CH2:9]1)=[O:7])([CH3:4])([CH3:3])[CH3:2]. (3) Given the reactants NN1C(C)=NN=N1.[C:8]1([CH3:18])[CH:13]=[CH:12][C:11]([S:14]([O-:17])(=[O:16])=[O:15])=[CH:10][CH:9]=1.[NH+]1C=CC=CC=1, predict the reaction product. The product is: [CH3:18][C:8]1[CH:9]=[CH:10][C:11]([S:14]([OH:17])(=[O:16])=[O:15])=[CH:12][CH:13]=1.